Dataset: Reaction yield outcomes from USPTO patents with 853,638 reactions. Task: Predict the reaction yield, written as a fraction of the theoretical maximum amount of product (1.0 means a 100% yield; for example, 0.34 means a 34% yield). The reactants are [CH2:1]([O:5][C:6]1[CH:7]=[C:8]([CH:11]=[CH:12][CH:13]=1)[CH:9]=O)[CH2:2][CH2:3][CH3:4].[N+:14]([CH3:17])([O-:16])=[O:15].C([O-])(=O)C.[NH4+]. The yield is 0.750. The catalyst is C(O)(=O)C. The product is [CH2:1]([O:5][C:6]1[CH:13]=[CH:12][CH:11]=[C:8](/[CH:9]=[CH:17]/[N+:14]([O-:16])=[O:15])[CH:7]=1)[CH2:2][CH2:3][CH3:4].